Dataset: Full USPTO retrosynthesis dataset with 1.9M reactions from patents (1976-2016). Task: Predict the reactants needed to synthesize the given product. (1) Given the product [Cl:13][C:5]1[C:6]([NH:8][CH:9]2[CH2:12][CH2:11][CH2:10]2)=[N:7][C:2]([NH:14][C:15]2[CH:16]=[C:17]([N:21]3[CH2:25][CH2:24][O:23][C:22]3=[O:26])[CH:18]=[CH:19][CH:20]=2)=[N:3][CH:4]=1, predict the reactants needed to synthesize it. The reactants are: Cl[C:2]1[N:7]=[C:6]([NH:8][CH:9]2[CH2:12][CH2:11][CH2:10]2)[C:5]([Cl:13])=[CH:4][N:3]=1.[NH2:14][C:15]1[CH:16]=[C:17]([N:21]2[CH2:25][CH2:24][O:23][C:22]2=[O:26])[CH:18]=[CH:19][CH:20]=1.C1(C)C=CC(S(O)(=O)=O)=CC=1. (2) The reactants are: [CH3:1][C:2]([C:4]1[CH:9]=[CH:8][C:7](F)=[CH:6][CH:5]=1)=[O:3].[CH3:11][N:12]1[CH2:17][CH2:16][NH:15][CH2:14][CH2:13]1. Given the product [CH3:11][N:12]1[CH2:17][CH2:16][N:15]([C:7]2[CH:8]=[CH:9][C:4]([C:2](=[O:3])[CH3:1])=[CH:5][CH:6]=2)[CH2:14][CH2:13]1, predict the reactants needed to synthesize it. (3) Given the product [C:1]([C:5]1[CH:9]=[C:8]([NH:10][C:11]([NH:13][C:14]2[C:23]3[C:18](=[CH:19][CH:20]=[CH:21][CH:22]=3)[C:17]([O:24][C:25]3[CH:30]=[CH:29][N:28]=[C:27]([N:43]([CH2:44][CH2:45][CH2:46][OH:47])[CH3:42])[N:26]=3)=[CH:16][CH:15]=2)=[O:12])[N:7]([C:32]2[CH:37]=[CH:36][C:35]([P:38]([CH3:41])([CH3:40])=[O:39])=[CH:34][CH:33]=2)[N:6]=1)([CH3:4])([CH3:3])[CH3:2], predict the reactants needed to synthesize it. The reactants are: [C:1]([C:5]1[CH:9]=[C:8]([NH:10][C:11]([NH:13][C:14]2[C:23]3[C:18](=[CH:19][CH:20]=[CH:21][CH:22]=3)[C:17]([O:24][C:25]3[CH:30]=[CH:29][N:28]=[C:27](Cl)[N:26]=3)=[CH:16][CH:15]=2)=[O:12])[N:7]([C:32]2[CH:37]=[CH:36][C:35]([P:38]([CH3:41])([CH3:40])=[O:39])=[CH:34][CH:33]=2)[N:6]=1)([CH3:4])([CH3:3])[CH3:2].[CH3:42][NH:43][CH2:44][CH2:45][CH2:46][OH:47]. (4) Given the product [ClH:1].[Cl:1][C:2]1[CH:3]=[C:4]([CH:7]=[CH:8][C:9]=1[F:10])[CH:5]=[N:15][NH:14][C:11]([NH2:13])=[NH:12], predict the reactants needed to synthesize it. The reactants are: [Cl:1][C:2]1[CH:3]=[C:4]([CH:7]=[CH:8][C:9]=1[F:10])[CH:5]=O.[C:11]([NH:14][NH2:15])([NH2:13])=[NH:12].Cl. (5) Given the product [C:1]([O:5][C@@H:6]([C:11]1[C:40]([CH3:41])=[CH:39][C:38]2=[N:42][C:35]3=[CH:36][N:37]2[C:12]=1[N:13]1[CH2:14][CH2:15][C:16]([CH3:49])([O:17][CH2:18][CH2:19][CH2:20][CH2:21][C@H:22]([CH3:46])[O:23][C:24]2[CH:25]=[C:26]([F:45])[CH:27]=[C:28]([F:44])[C:29]=2[C:30]2[CH:43]=[C:34]3[CH:33]=[CH:32][CH:31]=2)[CH2:47][CH2:48]1)[C:7]([O:9][CH3:10])=[O:8])([CH3:4])([CH3:2])[CH3:3], predict the reactants needed to synthesize it. The reactants are: [C:1]([O:5][C@@H:6]([C:11]1[C:40]([CH3:41])=[CH:39][C:38]2=[N:42][C:35]3=[CH:36][N:37]2[C:12]=1[N:13]1[CH2:48][CH2:47][C:16]([CH3:49])([O:17][CH2:18][CH:19]=[CH:20][CH2:21][C@H:22]([CH3:46])[O:23][C:24]2[CH:25]=[C:26]([F:45])[CH:27]=[C:28]([F:44])[C:29]=2[C:30]2[CH:43]=[C:34]3[CH:33]=[CH:32][CH:31]=2)[CH2:15][CH2:14]1)[C:7]([O:9][CH3:10])=[O:8])([CH3:4])([CH3:3])[CH3:2].C(O[C@@H](C1C(C)=CC2=NC3=CN2C=1N1CCC(C)(OCCCC[C@H](C)OC2C=C(F)C=CC=2C2C=C3C=CC=2)CC1)C(OC)=O)(C)(C)C.